This data is from Forward reaction prediction with 1.9M reactions from USPTO patents (1976-2016). The task is: Predict the product of the given reaction. (1) Given the reactants [CH3:1]C([O-])(C)C.[K+].[C:7]([O:11][C:12]([N:14]1[CH2:17][C:16](=O)[CH2:15]1)=[O:13])([CH3:10])([CH3:9])[CH3:8], predict the reaction product. The product is: [CH2:1]=[C:16]1[CH2:17][N:14]([C:12]([O:11][C:7]([CH3:10])([CH3:9])[CH3:8])=[O:13])[CH2:15]1. (2) Given the reactants C[C:2]1[C:3]([CH:13]2[CH2:16][N:15]([C:17](=[O:22])[C:18]([F:21])([F:20])[F:19])[CH2:14]2)=[C:4]([S:9](Cl)(=[O:11])=[O:10])[CH:5]=[CH:6][C:7]=1[F:8].[NH2:23][C:24]1[C:33]([C:34]([O:36][CH3:37])=[O:35])=[C:32]2[C:27]([CH:28]3[CH2:38][CH:29]3[CH2:30][O:31]2)=[CH:26][CH:25]=1, predict the reaction product. The product is: [F:8][C:7]1[CH:6]=[CH:5][C:4]([S:9]([NH:23][C:24]2[C:33]([C:34]([O:36][CH3:37])=[O:35])=[C:32]3[C:27]([CH:28]4[CH2:38][CH:29]4[CH2:30][O:31]3)=[CH:26][CH:25]=2)(=[O:10])=[O:11])=[C:3]([CH:13]2[CH2:14][N:15]([C:17](=[O:22])[C:18]([F:20])([F:19])[F:21])[CH2:16]2)[CH:2]=1. (3) Given the reactants ClC(Cl)C.[NH2:5][N:6]1[CH2:11][CH2:10][O:9][CH2:8][CH2:7]1.C([C@@H]1COC(=O)N1[C:25](=[O:47])[C@H:26]([CH2:30][C:31]1[C:36]([Cl:37])=[CH:35][C:34]([O:38][CH2:39][C:40]2[CH:45]=[CH:44][CH:43]=[CH:42][CH:41]=2)=[CH:33][C:32]=1[Cl:46])[CH2:27][CH:28]=O)C1C=CC=CC=1.C(O[BH-](OC(=O)C)OC(=O)C)(=O)C.[Na+], predict the reaction product. The product is: [CH2:39]([O:38][C:34]1[CH:33]=[C:32]([Cl:46])[C:31]([CH2:30][C@@H:26]2[CH2:27][CH2:28][N:5]([N:6]3[CH2:11][CH2:10][O:9][CH2:8][CH2:7]3)[C:25]2=[O:47])=[C:36]([Cl:37])[CH:35]=1)[C:40]1[CH:41]=[CH:42][CH:43]=[CH:44][CH:45]=1. (4) Given the reactants [C:1]([O:5][C:6]([N:8]1[CH2:13][CH2:12][CH:11]([O:14][C:15]2[C:20]([C:21]([O:23]C)=[O:22])=[CH:19][C:18]([N+:25]([O-:27])=[O:26])=[C:17]([CH3:28])[CH:16]=2)[CH2:10][CH2:9]1)=[O:7])([CH3:4])([CH3:3])[CH3:2], predict the reaction product. The product is: [C:1]([O:5][C:6]([N:8]1[CH2:9][CH2:10][CH:11]([O:14][C:15]2[C:20]([C:21]([OH:23])=[O:22])=[CH:19][C:18]([N+:25]([O-:27])=[O:26])=[C:17]([CH3:28])[CH:16]=2)[CH2:12][CH2:13]1)=[O:7])([CH3:4])([CH3:3])[CH3:2]. (5) Given the reactants [C:1]([O:5][C:6]([NH:8][C@@H:9]1[CH2:11][C@H:10]1[C:12]1[CH:13]=[C:14]([C:17]([O:19]C)=[O:18])[S:15][CH:16]=1)=[O:7])([CH3:4])([CH3:3])[CH3:2].[OH-].[Na+].Cl, predict the reaction product. The product is: [C:1]([O:5][C:6]([NH:8][C@@H:9]1[CH2:11][C@H:10]1[C:12]1[CH:13]=[C:14]([C:17]([OH:19])=[O:18])[S:15][CH:16]=1)=[O:7])([CH3:4])([CH3:2])[CH3:3]. (6) Given the reactants [N+:1]([C:4]1[CH:9]=[CH:8][C:7]([C:10]23[CH2:19][CH:14]4[CH2:15][CH:16]([CH2:18][C:12]([C:20]([O:22][CH3:23])=[O:21])([CH2:13]4)[CH2:11]2)[CH2:17]3)=[CH:6][CH:5]=1)([O-])=O.NC1C=CC(C2CCC(C(OC)=O)C2)=CC=1, predict the reaction product. The product is: [NH2:1][C:4]1[CH:5]=[CH:6][C:7]([C:10]23[CH2:19][CH:14]4[CH2:15][CH:16]([CH2:18][C:12]([C:20]([O:22][CH3:23])=[O:21])([CH2:13]4)[CH2:11]2)[CH2:17]3)=[CH:8][CH:9]=1.